From a dataset of Reaction yield outcomes from USPTO patents with 853,638 reactions. Predict the reaction yield, written as a fraction of the theoretical maximum amount of product (1.0 means a 100% yield; for example, 0.34 means a 34% yield). (1) The reactants are [H-].[Na+].[Br:3][C:4]1[C:13]2[C:8](=[C:9]([F:15])[CH:10]=[C:11]([CH3:14])[CH:12]=2)[CH2:7][CH2:6][C:5]=1[CH:16]=O.O.O1CCC[CH2:20]1. The catalyst is [Br-].C[P+](C1C=CC=CC=1)(C1C=CC=CC=1)C1C=CC=CC=1. The product is [Br:3][C:4]1[C:13]2[C:8](=[C:9]([F:15])[CH:10]=[C:11]([CH3:14])[CH:12]=2)[CH2:7][CH2:6][C:5]=1[CH:16]=[CH2:20]. The yield is 0.920. (2) The reactants are [H-].[Al+3].[Li+].[H-].[H-].[H-].[CH2:7]([N:14]1[C:18]([CH3:20])([CH3:19])[CH2:17][CH:16]([C:21](OC)=[O:22])[C:15]1=O)[C:8]1[CH:13]=[CH:12][CH:11]=[CH:10][CH:9]=1. The catalyst is C1COCC1. The product is [CH2:7]([N:14]1[C:18]([CH3:19])([CH3:20])[CH2:17][CH:16]([CH2:21][OH:22])[CH2:15]1)[C:8]1[CH:13]=[CH:12][CH:11]=[CH:10][CH:9]=1. The yield is 0.538. (3) The reactants are [CH2:1]([O:8][C:9]1[CH:26]=[CH:25][C:24]2[C@@H:23]3[C@H:14]([C@H:15]4[C@@:19]([CH2:21][CH2:22]3)([CH3:20])[C@@H:18]([O:27]C(=O)C)[C@H:17]([C:31]([OH:33])=[O:32])[CH2:16]4)[CH2:13][CH2:12][C:11]=2[CH:10]=1)[C:2]1[CH:7]=[CH:6][CH:5]=[CH:4][CH:3]=1.[OH-].[K+].O.Cl. The catalyst is CO. The product is [CH2:1]([O:8][C:9]1[CH:26]=[CH:25][C:24]2[C@@H:23]3[C@H:14]([C@H:15]4[C@@:19]([CH2:21][CH2:22]3)([CH3:20])[C@@H:18]([OH:27])[C@H:17]([C:31]([OH:33])=[O:32])[CH2:16]4)[CH2:13][CH2:12][C:11]=2[CH:10]=1)[C:2]1[CH:7]=[CH:6][CH:5]=[CH:4][CH:3]=1. The yield is 0.690. (4) The reactants are [CH3:1][O:2][C:3]([C:5]1[S:6][C:7]2[CH:8](Br)[CH2:9][O:10][C:11]3[CH:18]=[CH:17][C:16]([Br:19])=[CH:15][C:12]=3[C:13]=2[N:14]=1)=[O:4].[CH:21]1([NH2:25])[CH2:24][CH2:23][CH2:22]1.CCN(C(C)C)C(C)C. The catalyst is CN(C=O)C. The product is [CH3:1][O:2][C:3]([C:5]1[S:6][C:7]2[CH:8]([NH:25][CH:21]3[CH2:24][CH2:23][CH2:22]3)[CH2:9][O:10][C:11]3[CH:18]=[CH:17][C:16]([Br:19])=[CH:15][C:12]=3[C:13]=2[N:14]=1)=[O:4]. The yield is 0.280.